Dataset: Catalyst prediction with 721,799 reactions and 888 catalyst types from USPTO. Task: Predict which catalyst facilitates the given reaction. (1) Reactant: Br[CH:2]([CH:15]([CH3:17])[CH3:16])[CH2:3][N-:4][C:5]1[CH:10]=[C:9]([N+:11]([O-:13])=[O:12])[CH:8]=[CH:7][C:6]=1[OH:14].C(=O)([O-])[O-:19].[K+].[K+].C(OCC)(=O)C.O. Product: [CH:15]([CH:2]1[C:3](=[O:19])[NH:4][C:5]2[CH:10]=[C:9]([N+:11]([O-:13])=[O:12])[CH:8]=[CH:7][C:6]=2[O:14]1)([CH3:17])[CH3:16]. The catalyst class is: 9. (2) Reactant: [Cl:1][C:2]1[C:7]([NH:8][C:9]2[N:14]=[C:13]([NH:15][CH2:16][CH3:17])[C:12]3=[N:18][CH:19]=[C:20]([C:21]#[N:22])[N:11]3[N:10]=2)=[CH:6][C:5]([C:23]#[N:24])=[CH:4][C:3]=1[N:25]1[CH2:30][CH2:29][C@@H:28]([NH:31][C:32](=[O:35])[O:33][CH3:34])[C@H:27]([OH:36])[CH2:26]1.CC(OC([NH:44][C@H:45]([C:67](O)=[O:68])[CH2:46][CH2:47][CH2:48][N:49]=[C:50]([NH:59]C(OC(C)(C)C)=O)[NH:51]C(OC(C)(C)C)=O)=O)(C)C.C1CCC(N=C=NC2CCCCC2)CC1. Product: [ClH:1].[ClH:1].[ClH:1].[NH2:44][C@@H:45]([CH2:46][CH2:47][CH2:48][NH:49][C:50]([NH2:59])=[NH:51])[C:67]([O:36][C@H:27]1[C@H:28]([NH:31][C:32]([O:33][CH3:34])=[O:35])[CH2:29][CH2:30][N:25]([C:3]2[CH:4]=[C:5]([C:23]#[N:24])[CH:6]=[C:7]([NH:8][C:9]3[N:14]=[C:13]([NH:15][CH2:16][CH3:17])[C:12]4=[N:18][CH:19]=[C:20]([C:21]#[N:22])[N:11]4[N:10]=3)[C:2]=2[Cl:1])[CH2:26]1)=[O:68]. The catalyst class is: 79. (3) Reactant: [Br:1][C:2]1[CH:10]=[CH:9][C:5]([C:6](O)=[O:7])=[C:4]([CH3:11])[CH:3]=1.S(C)C. Product: [Br:1][C:2]1[CH:10]=[CH:9][C:5]([CH2:6][OH:7])=[C:4]([CH3:11])[CH:3]=1. The catalyst class is: 1. (4) The catalyst class is: 2. Product: [CH3:1][O:2][C:3](=[O:19])[C:4]1[C:9]([F:10])=[CH:8][CH:7]=[C:6]([NH:11][C:29](=[O:30])[C@@H:28]([NH:27][C:25]([O:24][C:20]([CH3:23])([CH3:22])[CH3:21])=[O:26])[CH3:32])[C:5]=1[NH:12][C:13]1[CH:14]=[CH:15][CH:16]=[CH:17][CH:18]=1. Reactant: [CH3:1][O:2][C:3](=[O:19])[C:4]1[C:9]([F:10])=[CH:8][CH:7]=[C:6]([NH2:11])[C:5]=1[NH:12][C:13]1[CH:18]=[CH:17][CH:16]=[CH:15][CH:14]=1.[C:20]([O:24][C:25]([NH:27][C@@H:28]([CH3:32])[C:29](O)=[O:30])=[O:26])([CH3:23])([CH3:22])[CH3:21].C1C=NC2N(O)N=NC=2C=1.CN1CCOCC1.Cl.CN(C)CCCN=C=NCC. (5) Reactant: [O:1]1[C:6]2[CH:7]=[CH:8][C:9]([C:11](=[O:13])[CH3:12])=[CH:10][C:5]=2[CH2:4][CH2:3][CH2:2]1.[H-].[Na+].[F:16][C:17]([F:24])([F:23])[C:18](OCC)=[O:19].O. Product: [O:1]1[C:6]2[CH:7]=[CH:8][C:9]([C:11](=[O:13])[CH2:12][C:18](=[O:19])[C:17]([F:24])([F:23])[F:16])=[CH:10][C:5]=2[CH2:4][CH2:3][CH2:2]1. The catalyst class is: 7. (6) Reactant: [F:1][C:2]1[CH:7]=[CH:6][C:5]([NH:8][CH2:9][C:10]2[N:11]=[C:12]([C:15]3[CH:20]=[CH:19][CH:18]=[CH:17][CH:16]=3)[S:13][CH:14]=2)=[CH:4][CH:3]=1.[CH3:21][C:22]([CH3:27])([CH3:26])[C:23](Cl)=[O:24].C(N(C(C)C)CC)(C)C. Product: [F:1][C:2]1[CH:3]=[CH:4][C:5]([N:8]([CH2:9][C:10]2[N:11]=[C:12]([C:15]3[CH:16]=[CH:17][CH:18]=[CH:19][CH:20]=3)[S:13][CH:14]=2)[C:23](=[O:24])[C:22]([CH3:27])([CH3:26])[CH3:21])=[CH:6][CH:7]=1. The catalyst class is: 30. (7) Reactant: [C:1]1([CH3:10])[CH:6]=[CH:5][CH:4]=[CH:3][C:2]=1[CH2:7][CH:8]=O.O=P(Cl)(Cl)Cl.C([O:18][C:19](=[O:22])[CH2:20][SH:21])C.[OH-].[Na+].[CH2:25](O)C. Product: [C:1]1([CH3:10])[CH:6]=[CH:5][CH:4]=[CH:3][C:2]=1[C:7]1[CH:25]=[C:20]([C:19]([OH:18])=[O:22])[S:21][CH:8]=1. The catalyst class is: 136.